Task: Predict the product of the given reaction.. Dataset: Forward reaction prediction with 1.9M reactions from USPTO patents (1976-2016) Given the reactants [C:1]1([CH2:7][C:8]([NH2:10])=[O:9])[CH:6]=[CH:5][CH:4]=[CH:3][CH:2]=1.[CH:11](=O)[CH:12]=[CH:13][C:14]1[CH:19]=[CH:18][CH:17]=[CH:16][CH:15]=1, predict the reaction product. The product is: [C:14]1(/[CH:13]=[CH:12]/[CH:11]([NH:10][C:8](=[O:9])[CH2:7][C:1]2[CH:6]=[CH:5][CH:4]=[CH:3][CH:2]=2)[NH:10][C:8](=[O:9])[CH2:7][C:1]2[CH:6]=[CH:5][CH:4]=[CH:3][CH:2]=2)[CH:19]=[CH:18][CH:17]=[CH:16][CH:15]=1.